This data is from Catalyst prediction with 721,799 reactions and 888 catalyst types from USPTO. The task is: Predict which catalyst facilitates the given reaction. (1) Reactant: [CH2:1]([N:8]1[C:16]2[C:15](=[O:17])[NH:14][C:13](=[O:18])[N:12]([CH2:19][O:20][CH2:21][CH2:22][Si:23]([CH3:26])([CH3:25])[CH3:24])[C:11]=2[N:10]=[C:9]1[Cl:27])[C:2]1[CH:7]=[CH:6][CH:5]=[CH:4][CH:3]=1.BrC1N(CC2C=CC(Cl)=CC=2)C2C(=O)N([CH2:47][CH2:48][CH2:49][O:50][CH:51]3[CH2:56][CH2:55][CH2:54][CH2:53][O:52]3)C(=O)N(C)C=2N=1.C(=O)([O-])[O-].[K+].[K+]. Product: [CH2:1]([N:8]1[C:16]2[C:15](=[O:17])[N:14]([CH2:47][CH2:48][CH2:49][O:50][CH:51]3[CH2:56][CH2:55][CH2:54][CH2:53][O:52]3)[C:13](=[O:18])[N:12]([CH2:19][O:20][CH2:21][CH2:22][Si:23]([CH3:24])([CH3:26])[CH3:25])[C:11]=2[N:10]=[C:9]1[Cl:27])[C:2]1[CH:7]=[CH:6][CH:5]=[CH:4][CH:3]=1. The catalyst class is: 248. (2) The catalyst class is: 251. Product: [CH2:1]([O:3][C:4](=[O:17])[CH2:5][CH2:6][CH2:7][CH2:8][CH2:9][CH:10]([C:11](=[O:13])[NH:27][C:26]1[CH:25]=[CH:24][CH:23]=[C:30]2[C:29]=1[N:18]=[CH:19][CH:20]=[CH:21]2)[C:14](=[O:16])[NH:18][C:19]1[CH:20]=[CH:21][CH:22]=[C:23]2[C:28]=1[N:27]=[CH:26][CH:25]=[CH:24]2)[CH3:2]. Reactant: [CH2:1]([O:3][C:4](=[O:17])[CH2:5][CH2:6][CH2:7][CH2:8][CH2:9][CH:10]([C:14]([OH:16])=O)[C:11]([OH:13])=O)[CH3:2].[NH2:18][C:19]1[CH:20]=[CH:21][CH:22]=[C:23]2[C:28]=1[N:27]=[CH:26][CH:25]=[CH:24]2.[CH2:29](Cl)[CH2:30]Cl.